From a dataset of Forward reaction prediction with 1.9M reactions from USPTO patents (1976-2016). Predict the product of the given reaction. (1) Given the reactants [Cl:1][C:2]1[CH:7]=[C:6]([Cl:8])[CH:5]=[CH:4][C:3]=1[C:9]1[C:14]2=[N:15][C:16]3[CH:21]=[CH:20][CH:19]=[C:18]([N:22]([CH2:25][CH3:26])[CH2:23][CH3:24])[C:17]=3[N:13]2[CH2:12][CH2:11][CH:10]=1, predict the reaction product. The product is: [Cl:1][C:2]1[CH:7]=[C:6]([Cl:8])[CH:5]=[CH:4][C:3]=1[CH:9]1[C:14]2=[N:15][C:16]3[CH:21]=[CH:20][CH:19]=[C:18]([N:22]([CH2:25][CH3:26])[CH2:23][CH3:24])[C:17]=3[N:13]2[CH2:12][CH2:11][CH2:10]1. (2) Given the reactants O=[C:2]([C:6]1[CH:11]=[CH:10][CH:9]=[C:8](F)[CH:7]=1)[CH2:3][C:4]#[N:5].[NH2:13][C:14]([NH2:16])=[S:15].II, predict the reaction product. The product is: [NH2:16][C:14]1[S:15][C:3]([C:4]#[N:5])=[C:2]([C:6]2[CH:11]=[CH:10][CH:9]=[CH:8][CH:7]=2)[N:13]=1. (3) Given the reactants C(C1N=C(N2CCC(F)(F)C2)C2C(=NN(CC)N=2)N=1)(C)(C)C.[F:23][C:24]([F:43])([F:42])[CH2:25][O:26][C:27]1[N:28]=[C:29]([N:36]2[CH2:40][CH2:39][C@H:38]([OH:41])[CH2:37]2)[C:30]2[N:35]=[N:34][NH:33][C:31]=2[N:32]=1.Br[CH2:45][C:46]1[CH:51]=[CH:50][CH:49]=[CH:48][C:47]=1[Cl:52], predict the reaction product. The product is: [Cl:52][C:47]1[CH:48]=[CH:49][CH:50]=[CH:51][C:46]=1[CH2:45][N:34]1[N:33]=[C:31]2[N:32]=[C:27]([O:26][CH2:25][C:24]([F:42])([F:23])[F:43])[N:28]=[C:29]([N:36]3[CH2:40][CH2:39][C@H:38]([OH:41])[CH2:37]3)[C:30]2=[N:35]1.